Dataset: Full USPTO retrosynthesis dataset with 1.9M reactions from patents (1976-2016). Task: Predict the reactants needed to synthesize the given product. (1) The reactants are: [C:1]([N:9]=[C:10]=[S:11])(=[O:8])[C:2]1[CH:7]=[CH:6][CH:5]=[CH:4][CH:3]=1.[NH2:12][C:13]1[CH:14]=[C:15]([CH:19]=[C:20]([O:22][CH3:23])[CH:21]=1)[C:16]([OH:18])=[O:17]. Given the product [C:1]([NH:9][C:10]([NH:12][C:13]1[CH:14]=[C:15]([CH:19]=[C:20]([O:22][CH3:23])[CH:21]=1)[C:16]([OH:18])=[O:17])=[S:11])(=[O:8])[C:2]1[CH:7]=[CH:6][CH:5]=[CH:4][CH:3]=1, predict the reactants needed to synthesize it. (2) Given the product [Cl:20][C:17]1[CH:18]=[CH:19][C:14]([CH2:13][N:4]2[C:3](=[O:21])[C:2]3[C:7](=[N:8][C:24]4[CH:23]([CH3:22])[CH2:27][CH:26]([CH3:28])[C:25]=4[N:1]=3)[N:6]([CH2:9][CH2:10][CH3:11])[C:5]2=[O:12])=[CH:15][CH:16]=1, predict the reactants needed to synthesize it. The reactants are: [NH2:1][C:2]1[C:3](=[O:21])[N:4]([CH2:13][C:14]2[CH:19]=[CH:18][C:17]([Cl:20])=[CH:16][CH:15]=2)[C:5](=[O:12])[N:6]([CH2:9][CH2:10][CH3:11])[C:7]=1[NH2:8].[CH3:22][CH:23]1[CH2:27][CH:26]([CH3:28])[C:25](=O)[C:24]1=O. (3) The reactants are: C(N(CC)CC)C.O.Cl.[NH:10]1[CH2:15][CH2:14][C:13](=[O:16])[CH2:12][CH2:11]1.[CH3:17][Si:18]([C:21]#[CH:22])([CH3:20])[CH3:19].[CH:23](=O)[CH2:24][CH2:25][CH2:26][CH2:27][CH3:28]. Given the product [CH3:17][Si:18]([CH3:20])([CH3:19])[C:21]#[C:22][CH:23]([N:10]1[CH2:15][CH2:14][C:13](=[O:16])[CH2:12][CH2:11]1)[CH2:24][CH2:25][CH2:26][CH2:27][CH3:28], predict the reactants needed to synthesize it. (4) Given the product [CH3:20][N:19]([CH3:21])[C:11]1[N:10]=[C:9]([N:8]2[C@@H:1]3[C@@H:6]([CH2:5][CH2:4][N:3]([C:45]([C:44]4[CH:48]=[CH:49][CH:50]=[CH:51][C:43]=4[N:39]4[N:40]=[CH:41][CH:42]=[N:38]4)=[O:46])[CH2:2]3)[CH2:7]2)[CH:14]=[C:13]([C:15]([F:17])([F:18])[F:16])[N:12]=1, predict the reactants needed to synthesize it. The reactants are: [C@@H:1]12[N:8]([C:9]3[CH:14]=[C:13]([C:15]([F:18])([F:17])[F:16])[N:12]=[C:11]([N:19]([CH3:21])[CH3:20])[N:10]=3)[CH2:7][C@@H:6]1[CH2:5][CH2:4][NH:3][CH2:2]2.CC1C=C(C)N=C(N2[C@@H]3[C@@H](CCNC3)C2)N=1.[N:38]1[N:39]([C:43]2[CH:51]=[CH:50][CH:49]=[CH:48][C:44]=2[C:45](O)=[O:46])[N:40]=[CH:41][CH:42]=1.S1C=CC=C1C1C=CC=CC=1C(O)=O. (5) Given the product [CH2:1]([N:3]1[C:12]2[C:7](=[CH:8][C:9]([F:30])=[C:10]([N:14]3[CH2:15][CH2:16][N:17]([CH2:20][C:21]([C:23]4[CH:24]=[CH:25][C:26]([F:29])=[CH:27][CH:28]=4)=[N:36][OH:37])[CH2:18][CH2:19]3)[C:11]=2[F:13])[C:6](=[O:31])[C:5]([C:32]([OH:34])=[O:33])=[CH:4]1)[CH3:2], predict the reactants needed to synthesize it. The reactants are: [CH2:1]([N:3]1[C:12]2[C:7](=[CH:8][C:9]([F:30])=[C:10]([N:14]3[CH2:19][CH2:18][N:17]([CH2:20][C:21]([C:23]4[CH:28]=[CH:27][C:26]([F:29])=[CH:25][CH:24]=4)=O)[CH2:16][CH2:15]3)[C:11]=2[F:13])[C:6](=[O:31])[C:5]([C:32]([OH:34])=[O:33])=[CH:4]1)[CH3:2].Cl.[NH2:36][OH:37]. (6) Given the product [C:35]1([C:29]2[CH:30]=[CH:31][CH:32]=[CH:33][CH:34]=2)[CH:36]=[CH:37][C:38]([CH2:39][NH:40][C:17](=[O:18])[O:4][CH2:3][C:2]([F:6])([F:5])[F:1])=[CH:41][CH:42]=1, predict the reactants needed to synthesize it. The reactants are: [F:1][C:2]([F:6])([F:5])[CH2:3][OH:4].C(N(CC)C(C)C)(C)C.Cl[C:17](OC1C=CC([N+]([O-])=O)=CC=1)=[O:18].[C:29]1([C:35]2[CH:42]=[CH:41][C:38]([CH2:39][NH2:40])=[CH:37][CH:36]=2)[CH:34]=[CH:33][CH:32]=[CH:31][CH:30]=1. (7) The reactants are: [Cl:1][C:2]1[C:3]([F:23])=[C:4]([NH:9][C:10]2[C:19]3[C:14](=[CH:15][C:16]([O:21][CH3:22])=[C:17]([NH2:20])[CH:18]=3)[N:13]=[CH:12][N:11]=2)[CH:5]=[CH:6][C:7]=1[Cl:8].[Br:24][CH2:25]/[CH:26]=[CH:27]/[C:28](Cl)=[O:29]. Given the product [Br:24][CH2:25]/[CH:26]=[CH:27]/[C:28]([NH:20][C:17]1[CH:18]=[C:19]2[C:14](=[CH:15][C:16]=1[O:21][CH3:22])[N:13]=[CH:12][N:11]=[C:10]2[NH:9][C:4]1[CH:5]=[CH:6][C:7]([Cl:8])=[C:2]([Cl:1])[C:3]=1[F:23])=[O:29], predict the reactants needed to synthesize it. (8) Given the product [O:6]=[C:7]1[CH:16]=[N:15][C:14]2[C:9](=[CH:10][CH:11]=[CH:12][CH:13]=2)[N:8]1[CH2:17][CH2:18][CH2:19][C:20]1([C:26]([O:28][CH2:29][CH3:30])=[O:27])[CH2:25][CH2:24][N:23]([CH2:32][CH2:33][S:34][C:35]2[S:36][CH:37]=[CH:38][CH:39]=2)[CH2:22][CH2:21]1, predict the reactants needed to synthesize it. The reactants are: CN(C)C=O.[O:6]=[C:7]1[CH:16]=[N:15][C:14]2[C:9](=[CH:10][CH:11]=[CH:12][CH:13]=2)[N:8]1[CH2:17][CH2:18][CH2:19][C:20]1([C:26]([O:28][CH2:29][CH3:30])=[O:27])[CH2:25][CH2:24][NH:23][CH2:22][CH2:21]1.Br[CH2:32][CH2:33][S:34][C:35]1[S:36][CH:37]=[CH:38][CH:39]=1.C(=O)([O-])[O-].[K+].[K+].